Dataset: NCI-60 drug combinations with 297,098 pairs across 59 cell lines. Task: Regression. Given two drug SMILES strings and cell line genomic features, predict the synergy score measuring deviation from expected non-interaction effect. (1) Drug 1: CCCS(=O)(=O)NC1=C(C(=C(C=C1)F)C(=O)C2=CNC3=C2C=C(C=N3)C4=CC=C(C=C4)Cl)F. Drug 2: CC1C(C(CC(O1)OC2CC(CC3=C2C(=C4C(=C3O)C(=O)C5=C(C4=O)C(=CC=C5)OC)O)(C(=O)C)O)N)O.Cl. Cell line: BT-549. Synergy scores: CSS=30.1, Synergy_ZIP=10.8, Synergy_Bliss=16.4, Synergy_Loewe=-10.5, Synergy_HSA=14.1. (2) Drug 1: C1=CC(=CC=C1CC(C(=O)O)N)N(CCCl)CCCl.Cl. Drug 2: CC1=C(C=C(C=C1)C(=O)NC2=CC(=CC(=C2)C(F)(F)F)N3C=C(N=C3)C)NC4=NC=CC(=N4)C5=CN=CC=C5. Cell line: SK-OV-3. Synergy scores: CSS=7.43, Synergy_ZIP=-2.76, Synergy_Bliss=0.0287, Synergy_Loewe=-2.78, Synergy_HSA=-1.86.